From a dataset of Reaction yield outcomes from USPTO patents with 853,638 reactions. Predict the reaction yield, written as a fraction of the theoretical maximum amount of product (1.0 means a 100% yield; for example, 0.34 means a 34% yield). (1) The reactants are [Cl:1][C:2]1[CH:3]=[C:4]2[C:8](=[CH:9][CH:10]=1)[NH:7][CH:6]=[CH:5]2.[Li]CCCC.[C:16](O[C:16]([O:18][C:19]([CH3:22])([CH3:21])[CH3:20])=[O:17])([O:18][C:19]([CH3:22])([CH3:21])[CH3:20])=[O:17].CCOC(C)=O. The catalyst is C1COCC1.CCCCCC.O. The product is [Cl:1][C:2]1[CH:3]=[C:4]2[C:8](=[CH:9][CH:10]=1)[NH:7][C:6]([C:16]([O:18][C:19]([CH3:22])([CH3:21])[CH3:20])=[O:17])=[CH:5]2. The yield is 0.920. (2) The reactants are [C:1]([O:5][C:6]([O:8][CH2:9][C@@:10]1([C:23]#[C:24][Si:25]([CH3:28])([CH3:27])[CH3:26])[O:14][C@@H:13](OC(OC(C)(C)C)=O)[CH:12]=[CH:11]1)=[O:7])([CH3:4])([CH3:3])[CH3:2].[NH:29]1[CH:37]=[C:35]([CH3:36])[C:33](=[O:34])[NH:32][C:30]1=[O:31]. The catalyst is C1C=CC([P]([Pd]([P](C2C=CC=CC=2)(C2C=CC=CC=2)C2C=CC=CC=2)([P](C2C=CC=CC=2)(C2C=CC=CC=2)C2C=CC=CC=2)[P](C2C=CC=CC=2)(C2C=CC=CC=2)C2C=CC=CC=2)(C2C=CC=CC=2)C2C=CC=CC=2)=CC=1.CN(C=O)C. The product is [C:1]([O:5][C:6]([O:8][CH2:9][C@@:10]1([C:23]#[C:24][Si:25]([CH3:26])([CH3:27])[CH3:28])[O:14][C@@H:13]([N:29]2[CH:37]=[C:35]([CH3:36])[C:33](=[O:34])[NH:32][C:30]2=[O:31])[CH:12]=[CH:11]1)=[O:7])([CH3:2])([CH3:3])[CH3:4]. The yield is 0.780. (3) The reactants are [OH:1][C:2]1[CH:7]=[CH:6][C:5]([CH2:8][CH2:9][C:10]([OH:12])=[O:11])=[CH:4][CH:3]=1.[C:13](=O)([O-])O.[Na+]. The catalyst is CO.S(=O)(=O)(O)O. The product is [OH:1][C:2]1[CH:3]=[CH:4][C:5]([CH2:8][CH2:9][C:10]([O:12][CH3:13])=[O:11])=[CH:6][CH:7]=1. The yield is 0.920.